Dataset: Catalyst prediction with 721,799 reactions and 888 catalyst types from USPTO. Task: Predict which catalyst facilitates the given reaction. (1) Reactant: ClC1C=CC(CC2C(CN3C=NC=N3)([OH:12])C(CCO)(C)CC2)=CC=1.[C:25]1([CH3:35])[CH:30]=[CH:29][C:28]([S:31](Cl)(=[O:33])=[O:32])=[CH:27][CH:26]=1.[H-].[Na+]. Product: [C:25]1([CH3:35])[CH:30]=[CH:29][C:28]([S:31]([OH:12])(=[O:33])=[O:32])=[CH:27][CH:26]=1. The catalyst class is: 1. (2) Reactant: [N:1]1([C:11]([O:13][C:14]([CH3:17])([CH3:16])[CH3:15])=[O:12])[CH2:6][CH2:5][CH:4]([C:7]([O:9][CH3:10])=[O:8])[CH2:3][CH2:2]1.I[CH:19]([CH3:21])[CH3:20].C[Si](C)(C)N[Si](C)(C)C.[Li]. Product: [CH:19]([C:4]1([C:7]([O:9][CH3:10])=[O:8])[CH2:3][CH2:2][N:1]([C:11]([O:13][C:14]([CH3:17])([CH3:16])[CH3:15])=[O:12])[CH2:6][CH2:5]1)([CH3:21])[CH3:20]. The catalyst class is: 1. (3) Reactant: Cl.C1C=CC2N(O)N=NC=2C=1.O.ON1C2C=CC=CC=2N=N1.CCCC([C:28]1(CC)C(=O)[N-:34][C:32](=O)[NH:31][C:29]1=O)C.[Na+].C=[CH:41][N:42]1[C:46](=O)[CH2:45][CH2:44][CH2:43]1.II. Product: [CH2:29]([N:31]=[C:32]=[N:34][CH2:44][CH2:45][CH2:46][N:42]([CH3:41])[CH3:43])[CH3:28]. The catalyst class is: 40. (4) Reactant: [CH2:1]1[C:9]2[C:4](=[CH:5][CH:6]=[CH:7][CH:8]=2)[CH2:3][CH:2]1NC.[CH2:12]([N:14](CC)CC)C.[C:19]([O:23]C(=O)CC)(=O)[CH2:20][CH3:21]. The catalyst class is: 1. Product: [CH2:3]1[C:4]2[C:9](=[CH:8][CH:7]=[CH:6][CH:5]=2)[CH2:1][CH:2]1[CH2:12][NH:14][C:19](=[O:23])[CH2:20][CH3:21].